From a dataset of Forward reaction prediction with 1.9M reactions from USPTO patents (1976-2016). Predict the product of the given reaction. (1) Given the reactants [N+:1]([CH2:4][CH:5]([Si:17]([CH3:27])([CH3:26])[CH2:18][CH2:19][CH2:20][CH2:21][CH2:22][CH2:23][CH2:24][CH3:25])[CH2:6][C:7]([O:9]CC1C=CC=CC=1)=[O:8])([O-])=O, predict the reaction product. The product is: [NH2:1][CH2:4][CH:5]([Si:17]([CH3:26])([CH3:27])[CH2:18][CH2:19][CH2:20][CH2:21][CH2:22][CH2:23][CH2:24][CH3:25])[CH2:6][C:7]([OH:9])=[O:8]. (2) Given the reactants [CH2:1]([O:3][C:4]([C@H:6]1[CH2:11][C:10](=[O:12])[CH2:9][CH2:8][N:7]1[C@H:13]([C:15]1[CH:20]=[CH:19][CH:18]=[CH:17][CH:16]=1)[CH3:14])=[O:5])[CH3:2].[CH2:21](O)[CH2:22][OH:23].C1(C)C=CC(S(O)(=O)=O)=CC=1, predict the reaction product. The product is: [CH2:1]([O:3][C:4]([C@@H:6]1[N:7]([C@H:13]([C:15]2[CH:16]=[CH:17][CH:18]=[CH:19][CH:20]=2)[CH3:14])[CH2:8][CH2:9][C:10]2([O:23][CH2:22][CH2:21][O:12]2)[CH2:11]1)=[O:5])[CH3:2]. (3) Given the reactants Cl([O-])(=O)(=O)=O.[Li+].[O:7]1[C:9]([CH3:11])([CH3:10])[CH2:8]1.[Br:12][C:13]1[C:19]([CH3:20])=[CH:18][CH:17]=[CH:16][C:14]=1[NH2:15].O, predict the reaction product. The product is: [Br:12][C:13]1[C:19]([CH3:20])=[CH:18][CH:17]=[CH:16][C:14]=1[NH:15][CH2:8][C:9]([CH3:11])([OH:7])[CH3:10]. (4) Given the reactants [C:1]([C:9]1[CH:15]=[C:14]2[O:16][CH2:17][O:18][C:13]2=[CH:12][C:10]=1[NH2:11])(=O)[C:2]1[CH:7]=[CH:6][CH:5]=[CH:4][CH:3]=1.O.[O:20]([C:22]#[N:23])[Na], predict the reaction product. The product is: [CH2:17]1[O:18][C:13]2[CH:12]=[C:10]3[C:9]([C:1]([C:2]4[CH:7]=[CH:6][CH:5]=[CH:4][CH:3]=4)=[N:23][C:22](=[O:20])[NH:11]3)=[CH:15][C:14]=2[O:16]1. (5) Given the reactants [OH-:1].[K+].O[N:4]=[C:5]([O:7][CH2:8][CH3:9])[CH3:6].Cl[C:11]1[CH:16]=[CH:15][C:14]([N+:17]([O-:19])=[O:18])=[CH:13][CH:12]=1.O, predict the reaction product. The product is: [N+:17]([C:14]1[CH:15]=[CH:16][C:11]([O:1][CH2:6][C:5](=[NH:4])[O:7][CH2:8][CH3:9])=[CH:12][CH:13]=1)([O-:19])=[O:18]. (6) Given the reactants [Cl:1][C:2]1[CH:3]=[C:4]2[C:9](=[CH:10][CH:11]=1)[C:8](=[O:12])[N:7]([CH3:13])[C:6]([CH2:14]O)=[C:5]2[O:16][CH3:17].S(Cl)([Cl:20])=O.C(=O)([O-])O.[Na+], predict the reaction product. The product is: [Cl:1][C:2]1[CH:3]=[C:4]2[C:9](=[CH:10][CH:11]=1)[C:8](=[O:12])[N:7]([CH3:13])[C:6]([CH2:14][Cl:20])=[C:5]2[O:16][CH3:17]. (7) The product is: [Cl:25][C:20]1[CH:21]=[CH:22][CH:23]=[CH:24][C:19]=1[CH:9]([N:10]1[CH2:15][CH2:14][C:13]2[S:16][CH:17]=[CH:18][C:12]=2[CH2:11]1)[CH2:8][CH2:7][CH2:6][C:5]([CH3:26])([CH3:27])[C:4]([OH:28])=[O:3]. Given the reactants C([O:3][C:4](=[O:28])[C:5]([CH3:27])([CH3:26])[CH2:6][CH2:7][CH2:8][CH:9]([C:19]1[CH:24]=[CH:23][CH:22]=[CH:21][C:20]=1[Cl:25])[N:10]1[CH2:15][CH2:14][C:13]2[S:16][CH:17]=[CH:18][C:12]=2[CH2:11]1)C.C(O)C.[OH-].[Na+], predict the reaction product.